Dataset: Reaction yield outcomes from USPTO patents with 853,638 reactions. Task: Predict the reaction yield, written as a fraction of the theoretical maximum amount of product (1.0 means a 100% yield; for example, 0.34 means a 34% yield). The reactants are [CH3:1][O:2][C:3]1[CH:12]=[CH:11][C:10]2[NH:9][C:8](=[O:13])[C:7]3[S:14][CH:15]=[CH:16][C:6]=3[C:5]=2[C:4]=1[C:17]1[CH:22]=[CH:21][C:20]([C:23]([CH3:27])([CH3:26])[C:24]#[N:25])=[CH:19][CH:18]=1.B. No catalyst specified. The product is [NH2:25][CH2:24][C:23]([C:20]1[CH:19]=[CH:18][C:17]([C:4]2[C:5]3[C:6]4[CH:16]=[CH:15][S:14][C:7]=4[C:8](=[O:13])[NH:9][C:10]=3[CH:11]=[CH:12][C:3]=2[O:2][CH3:1])=[CH:22][CH:21]=1)([CH3:27])[CH3:26]. The yield is 0.400.